Dataset: Forward reaction prediction with 1.9M reactions from USPTO patents (1976-2016). Task: Predict the product of the given reaction. Given the reactants [N:1]1[N:5]2[CH:6]=[CH:7][CH:8]=[CH:9][C:4]2=[CH:3][C:2]=1[C:10]([OH:12])=O.ClC(N(C)C)=C(C)C.CCN(C(C)C)C(C)C.[NH:30]1[C:38]2[C:33](=[C:34]([C:39]3[CH:40]=[C:41]([NH2:54])[C:42]4[C:46]([CH:47]=3)=[N:45][N:44](C3CCCCO3)[CH:43]=4)[CH:35]=[CH:36][CH:37]=2)[CH:32]=[CH:31]1.CC1C=CC(S(O)(=O)=O)=CC=1.N, predict the reaction product. The product is: [NH:30]1[C:38]2[C:33](=[C:34]([C:39]3[CH:47]=[C:46]4[C:42]([CH:43]=[N:44][NH:45]4)=[C:41]([NH:54][C:10]([C:2]4[CH:3]=[C:4]5[CH:9]=[CH:8][CH:7]=[CH:6][N:5]5[N:1]=4)=[O:12])[CH:40]=3)[CH:35]=[CH:36][CH:37]=2)[CH:32]=[CH:31]1.